From a dataset of Full USPTO retrosynthesis dataset with 1.9M reactions from patents (1976-2016). Predict the reactants needed to synthesize the given product. Given the product [C:1]([C:3]1[CH:8]=[CH:7][C:6]([NH:9][CH:10]([C:15]2[CH:20]=[C:19]([O:21][S:27]([C:26]([F:39])([F:38])[F:25])(=[O:29])=[O:28])[CH:18]=[C:17]([O:22][CH2:23][CH3:24])[CH:16]=2)[C:11]([O:13][CH3:14])=[O:12])=[CH:5][CH:4]=1)#[N:2], predict the reactants needed to synthesize it. The reactants are: [C:1]([C:3]1[CH:8]=[CH:7][C:6]([NH:9][CH:10]([C:15]2[CH:20]=[C:19]([OH:21])[CH:18]=[C:17]([O:22][CH2:23][CH3:24])[CH:16]=2)[C:11]([O:13][CH3:14])=[O:12])=[CH:5][CH:4]=1)#[N:2].[F:25][C:26]([F:39])([F:38])[S:27](O[S:27]([C:26]([F:39])([F:38])[F:25])(=[O:29])=[O:28])(=[O:29])=[O:28].C(N(CC)CC)C.